The task is: Predict the reactants needed to synthesize the given product.. This data is from Full USPTO retrosynthesis dataset with 1.9M reactions from patents (1976-2016). (1) Given the product [CH2:1]([O:3][C:4](=[O:17])[C:5]([F:15])([F:16])[CH2:6][N:7]([C:21]1[C:22]([N+:26]([O-:28])=[O:27])=[CH:23][N:24]=[C:19]([Cl:18])[N:20]=1)[CH2:8][CH2:9][C:10]1[S:11][CH:12]=[CH:13][CH:14]=1)[CH3:2], predict the reactants needed to synthesize it. The reactants are: [CH2:1]([O:3][C:4](=[O:17])[C:5]([F:16])([F:15])[CH2:6][NH:7][CH2:8][CH2:9][C:10]1[S:11][CH:12]=[CH:13][CH:14]=1)[CH3:2].[Cl:18][C:19]1[N:24]=[C:23](Cl)[C:22]([N+:26]([O-:28])=[O:27])=[CH:21][N:20]=1.C(=O)(O)[O-].[Na+]. (2) Given the product [Cl:1][C:2]1[CH:7]=[C:6]([CH2:8][N:15]2[C:11]([CH3:10])=[CH:12][C:13]([C:16]3[O:20][N:19]=[C:18]([C:21]4[CH:22]=[CH:23][C:24]([CH:27]5[CH2:32][CH2:31][O:30][CH2:29][CH2:28]5)=[CH:25][CH:26]=4)[N:17]=3)=[N:14]2)[CH:5]=[CH:4][N:3]=1, predict the reactants needed to synthesize it. The reactants are: [Cl:1][C:2]1[CH:7]=[C:6]([CH2:8]Cl)[CH:5]=[CH:4][N:3]=1.[CH3:10][C:11]1[NH:15][N:14]=[C:13]([C:16]2[O:20][N:19]=[C:18]([C:21]3[CH:26]=[CH:25][C:24]([CH:27]4[CH2:32][CH2:31][O:30][CH2:29][CH2:28]4)=[CH:23][CH:22]=3)[N:17]=2)[CH:12]=1. (3) Given the product [F:1][C:2]1[CH:7]=[CH:6][C:5]2[N:8]=[C:10]([CH3:11])[NH:9][C:4]=2[CH:3]=1, predict the reactants needed to synthesize it. The reactants are: [F:1][C:2]1[CH:3]=[C:4]([NH2:9])[C:5]([NH2:8])=[CH:6][CH:7]=1.[C:10](O)(=O)[CH3:11]. (4) Given the product [OH:2][C:3]1[CH:4]=[CH:5][C:6]2[C:10]([O:11][C:12]3[CH:17]=[CH:16][C:15](/[CH:18]=[CH:19]/[C:20]([O:22][CH3:23])=[O:21])=[CH:14][CH:13]=3)=[C:9]([C:24]3[CH:25]=[CH:26][C:27]([OH:30])=[CH:28][CH:29]=3)[S:8][C:7]=2[CH:32]=1, predict the reactants needed to synthesize it. The reactants are: C[O:2][C:3]1[CH:4]=[CH:5][C:6]2[C:10]([O:11][C:12]3[CH:17]=[CH:16][C:15](/[CH:18]=[CH:19]/[C:20]([O:22][CH3:23])=[O:21])=[CH:14][CH:13]=3)=[C:9]([C:24]3[CH:29]=[CH:28][C:27]([O:30]C)=[CH:26][CH:25]=3)[S:8][C:7]=2[CH:32]=1.B(Br)(Br)Br. (5) Given the product [N:1]1([CH2:5][CH2:6][N:7]2[CH:11]=[C:10]([C:12]3[CH:17]=[CH:16][N:15]=[C:14]([CH:18]([CH3:20])[CH3:19])[CH:13]=3)[N:9]=[C:8]2[CH:21]2[CH2:22][CH2:23][N:24]([C:28]3[N:33]=[CH:32][N:31]=[C:30]([NH2:34])[C:29]=3[CH:35]3[CH2:37][CH2:36]3)[CH2:25][CH2:26]2)[CH2:4][CH2:3][CH2:2]1, predict the reactants needed to synthesize it. The reactants are: [N:1]1([CH2:5][CH2:6][N:7]2[CH:11]=[C:10]([C:12]3[CH:17]=[CH:16][N:15]=[C:14]([CH:18]([CH3:20])[CH3:19])[CH:13]=3)[N:9]=[C:8]2[CH:21]2[CH2:26][CH2:25][NH:24][CH2:23][CH2:22]2)[CH2:4][CH2:3][CH2:2]1.Cl[C:28]1[N:33]=[CH:32][N:31]=[C:30]([NH2:34])[C:29]=1[CH:35]1[CH2:37][CH2:36]1. (6) Given the product [CH2:11]([O:10][C:1](=[O:9])[CH2:2][CH2:3][CH:4]=[O:17])[CH3:12], predict the reactants needed to synthesize it. The reactants are: [C:1]([O:10][CH2:11][CH3:12])(=[O:9])[CH2:2][CH2:3][CH:4]=CCCC.CSC.C[OH:17]. (7) Given the product [NH2:3][C:5]1[N:10]=[CH:9][N:8]=[C:7]([NH:11][C:12]2[CH:20]=[CH:19][CH:18]=[C:17]3[C:13]=2[CH:14]=[CH:15][NH:16]3)[CH:6]=1, predict the reactants needed to synthesize it. The reactants are: CO.[NH3:3].Cl[C:5]1[N:10]=[CH:9][N:8]=[C:7]([NH:11][C:12]2[CH:20]=[CH:19][CH:18]=[C:17]3[C:13]=2[CH:14]=[CH:15][NH:16]3)[CH:6]=1.